Predict the reactants needed to synthesize the given product. From a dataset of Full USPTO retrosynthesis dataset with 1.9M reactions from patents (1976-2016). Given the product [NH:1]1[C:9]2[C:4](=[C:5]([C:10]3[C:18]4[C:17]([NH:19][C@H:20]([C:22]5[N:27]([C:28]6[CH:33]=[CH:32][CH:31]=[CH:30][CH:29]=6)[C:26](=[O:34])[C:25]6=[C:35]([CH3:38])[CH:36]=[CH:37][N:24]6[N:23]=5)[CH3:21])=[N:16][CH:15]=[N:14][C:13]=4[NH:12][CH:11]=3)[CH:6]=[CH:7][CH:8]=2)[CH:3]=[CH:2]1, predict the reactants needed to synthesize it. The reactants are: [NH:1]1[C:9]2[C:4](=[C:5]([C:10]3[C:18]4[C:17]([NH:19][C@H:20]([C:22]5[N:27]([C:28]6[CH:33]=[CH:32][CH:31]=[CH:30][CH:29]=6)[C:26](=[O:34])[C:25]6=[C:35]([CH3:38])[CH:36]=[CH:37][N:24]6[N:23]=5)[CH3:21])=[N:16][CH:15]=[N:14][C:13]=4[N:12](COCC[Si](C)(C)C)[CH:11]=3)[CH:6]=[CH:7][CH:8]=2)[CH:3]=[CH:2]1.FC(F)(F)C(O)=O.N.